This data is from Reaction yield outcomes from USPTO patents with 853,638 reactions. The task is: Predict the reaction yield, written as a fraction of the theoretical maximum amount of product (1.0 means a 100% yield; for example, 0.34 means a 34% yield). (1) The reactants are [CH2:1]([OH:4])[C:2]#[CH:3].I[C:6]1[CH:11]=[CH:10][C:9]([Cl:12])=[C:8]([Cl:13])[CH:7]=1.C(N(CC)CC)C. The catalyst is C1COCC1.Cl[Pd](Cl)([P](C1C=CC=CC=1)(C1C=CC=CC=1)C1C=CC=CC=1)[P](C1C=CC=CC=1)(C1C=CC=CC=1)C1C=CC=CC=1.[Cu](I)I. The product is [Cl:12][C:9]1[CH:10]=[C:11]([C:3]#[C:2][CH2:1][OH:4])[CH:6]=[CH:7][C:8]=1[Cl:13]. The yield is 0.930. (2) The reactants are [C:1]1(P(C2C=CC=CC=2)C2C=CC=CC=2)C=CC=CC=1.N([C:22]([O:24][CH:25](C)[CH3:27])=[O:23])=N[C:22]([O:24][CH:25]([CH3:27])C)=[O:23].[OH:34][C:35]1[CH:45]=[N:44][CH:43]=[CH:42][C:36]=1[C:37]([O:39][CH2:40][CH3:41])=[O:38]. The catalyst is C1COCC1. The product is [CH2:25]([O:24][C:22](=[O:23])[CH2:1][O:34][C:35]1[CH:45]=[N:44][CH:43]=[CH:42][C:36]=1[C:37]([O:39][CH2:40][CH3:41])=[O:38])[CH3:27]. The yield is 0.610. (3) The reactants are [CH:1]([O:4][C:5]1[C:10]([NH2:11])=[CH:9][CH:8]=[CH:7][N:6]=1)([CH3:3])[CH3:2].Cl[C:13]1[C:14]2[C:21]([CH3:22])=[C:20]([C:23]([O:25][CH3:26])=[O:24])[S:19][C:15]=2[N:16]=[CH:17][N:18]=1.CC1(C)C2C(=C(P(C3C=CC=CC=3)C3C=CC=CC=3)C=CC=2)OC2C(P(C3C=CC=CC=3)C3C=CC=CC=3)=CC=CC1=2.C(=O)([O-])[O-].[Cs+].[Cs+]. The catalyst is O1CCOCC1.C1C=CC(/C=C/C(/C=C/C2C=CC=CC=2)=O)=CC=1.C1C=CC(/C=C/C(/C=C/C2C=CC=CC=2)=O)=CC=1.C1C=CC(/C=C/C(/C=C/C2C=CC=CC=2)=O)=CC=1.[Pd].[Pd]. The product is [CH:1]([O:4][C:5]1[C:10]([NH:11][C:13]2[C:14]3[C:21]([CH3:22])=[C:20]([C:23]([O:25][CH3:26])=[O:24])[S:19][C:15]=3[N:16]=[CH:17][N:18]=2)=[CH:9][CH:8]=[CH:7][N:6]=1)([CH3:3])[CH3:2]. The yield is 0.660. (4) The reactants are CCN(C(C)C)C(C)C.[N:10]1[C:11]([C:19]([OH:21])=O)=[CH:12][N:13]2[CH:18]=[CH:17][CH:16]=[CH:15][C:14]=12.C1C=CC2N(O)N=NC=2C=1.CCN=C=NCCCN(C)C.Cl.[NH2:44][CH2:45][C:46]([N:48]1[CH2:53][CH2:52][N:51]([C:54](=[O:66])[C:55]2[CH:60]=[C:59]([F:61])[CH:58]=[CH:57][C:56]=2[C:62]([F:65])([F:64])[F:63])[CH2:50][CH2:49]1)=[O:47].FC1C=CC(C(F)(F)F)=C(C=1)C(O)=O. The catalyst is CN(C=O)C.O. The product is [F:61][C:59]1[CH:58]=[CH:57][C:56]([C:62]([F:64])([F:63])[F:65])=[C:55]([CH:60]=1)[C:54]([N:51]1[CH2:52][CH2:53][N:48]([C:46](=[O:47])[CH2:45][NH:44][C:19]([C:11]2[N:10]=[C:14]3[CH:15]=[CH:16][CH:17]=[CH:18][N:13]3[CH:12]=2)=[O:21])[CH2:49][CH2:50]1)=[O:66]. The yield is 0.430.